Dataset: Forward reaction prediction with 1.9M reactions from USPTO patents (1976-2016). Task: Predict the product of the given reaction. (1) Given the reactants N#N.[CH3:3][O:4][C:5]1[CH:10]=[CH:9][C:8]([CH2:11][C@@H:12]([NH:26]C(=O)OC(C)(C)C)[C:13]2[NH:17][C:16]3[CH:18]=[CH:19][C:20]([C:22]([F:25])([F:24])[F:23])=[CH:21][C:15]=3[N:14]=2)=[CH:7][CH:6]=1.[ClH:34], predict the reaction product. The product is: [ClH:34].[ClH:34].[CH3:3][O:4][C:5]1[CH:10]=[CH:9][C:8]([CH2:11][C@H:12]([C:13]2[NH:17][C:16]3[CH:18]=[CH:19][C:20]([C:22]([F:24])([F:25])[F:23])=[CH:21][C:15]=3[N:14]=2)[NH2:26])=[CH:7][CH:6]=1. (2) Given the reactants [Cl:1][C:2]1[S:6][C:5]([S:7]([N:10]([S:22]([C:25]2[S:26][C:27]([Cl:30])=[CH:28][CH:29]=2)(=[O:24])=[O:23])[C:11]2[C:19]3[C:14](=[CH:15][CH:16]=[CH:17][C:18]=3[O:20][CH3:21])[NH:13][N:12]=2)(=[O:9])=[O:8])=[CH:4][CH:3]=1.[CH3:31][N:32]([CH3:44])[CH2:33][CH2:34][O:35][C:36]1[CH:41]=[CH:40][C:39]([CH2:42]O)=[CH:38][CH:37]=1.C1(P(C2C=CC=CC=2)C2C=CC=CC=2)C=CC=CC=1.N(C(OC(C)(C)C)=O)=NC(OC(C)(C)C)=O, predict the reaction product. The product is: [Cl:30][C:27]1[S:26][C:25]([S:22]([N:10]([S:7]([C:5]2[S:6][C:2]([Cl:1])=[CH:3][CH:4]=2)(=[O:8])=[O:9])[C:11]2[C:19]3[C:14](=[CH:15][CH:16]=[CH:17][C:18]=3[O:20][CH3:21])[N:13]([CH2:42][C:39]3[CH:38]=[CH:37][C:36]([O:35][CH2:34][CH2:33][N:32]([CH3:31])[CH3:44])=[CH:41][CH:40]=3)[N:12]=2)(=[O:23])=[O:24])=[CH:29][CH:28]=1. (3) Given the reactants [C:1]([O:5][C:6]([NH:8][C@H:9]([CH2:30][C:31]1[CH:36]=[C:35]([F:37])[CH:34]=[CH:33][C:32]=1[F:38])[CH2:10][C:11]([N:13]1[CH2:22][C:21]2[N:20]=[C:19]([C:23]([F:26])([F:25])[F:24])[C:18]([C:27]([OH:29])=O)=[CH:17][C:16]=2[CH2:15][CH2:14]1)=[O:12])=[O:7])([CH3:4])([CH3:3])[CH3:2].Cl.CN(C)CCCN=C=NCC.ON1C2C=CC=CC=2N=N1.C(N(CC)C(C)C)(C)C.[C:70]([NH2:74])([CH3:73])([CH3:72])[CH3:71], predict the reaction product. The product is: [C:1]([O:5][C:6]([NH:8][C@H:9]([CH2:30][C:31]1[CH:36]=[C:35]([F:37])[CH:34]=[CH:33][C:32]=1[F:38])[CH2:10][C:11]([N:13]1[CH2:22][C:21]2[N:20]=[C:19]([C:23]([F:24])([F:25])[F:26])[C:18]([C:27]([NH:74][C:70]([CH3:73])([CH3:72])[CH3:71])=[O:29])=[CH:17][C:16]=2[CH2:15][CH2:14]1)=[O:12])=[O:7])([CH3:2])([CH3:4])[CH3:3]. (4) Given the reactants C(OC(N1C2C(=CC3OC(F)(F)OC=3C=2)[C@H](O)CCC1)=O)(C)(C)C.C1C=CC(P(N=[N+]=[N-])(C2C=CC=CC=2)=O)=CC=1.C1CCN2C(=NCCC2)CC1.[C:53]([O:57][C:58]([N:60]1[C:73]2[C:65](=[CH:66][C:67]3[O:68][C:69]([F:75])([F:74])[O:70][C:71]=3[CH:72]=2)[C@@H:64]([N:76]=[N+]=[N-])[CH2:63][CH2:62][CH2:61]1)=[O:59])([CH3:56])([CH3:55])[CH3:54], predict the reaction product. The product is: [C:53]([O:57][C:58]([N:60]1[C:73]2[C:65](=[CH:66][C:67]3[O:68][C:69]([F:75])([F:74])[O:70][C:71]=3[CH:72]=2)[C@@H:64]([NH2:76])[CH2:63][CH2:62][CH2:61]1)=[O:59])([CH3:56])([CH3:54])[CH3:55]. (5) Given the reactants [CH2:1]([NH:4][C:5](=[O:20])[N:6]([C:8]1[CH:13]=[CH:12][C:11]([S:14][C:15]([F:18])([F:17])[F:16])=[CH:10][C:9]=1[F:19])[CH3:7])[CH:2]=[CH2:3].C(N(C(C)C)CC)(C)C.[F:30][C:31]1[CH:39]=[CH:38][CH:37]=[C:36]([F:40])[C:32]=1[C:33](Cl)=[O:34].C(OC)(C)(C)C, predict the reaction product. The product is: [CH2:1]([N:4]([C:33](=[O:34])[C:32]1[C:31]([F:30])=[CH:39][CH:38]=[CH:37][C:36]=1[F:40])[C:5]([N:6]([C:8]1[CH:13]=[CH:12][C:11]([S:14][C:15]([F:16])([F:17])[F:18])=[CH:10][C:9]=1[F:19])[CH3:7])=[O:20])[CH:2]=[CH2:3].